Task: Predict the reaction yield, written as a fraction of the theoretical maximum amount of product (1.0 means a 100% yield; for example, 0.34 means a 34% yield).. Dataset: Reaction yield outcomes from USPTO patents with 853,638 reactions The yield is 1.00. The reactants are CC([Si](C)(C)[O:6][CH:7]1[CH2:31][CH2:30][C:10]2([CH2:14][N:13]([C:15]([O:17][CH2:18][C:19]3[CH:24]=[CH:23][CH:22]=[CH:21][CH:20]=3)=[O:16])[CH:12]([C:25]([O:27][CH2:28][CH3:29])=[O:26])[CH2:11]2)[CH2:9][CH2:8]1)(C)C.C(O)(=O)C.CCCC[N+](CCCC)(CCCC)CCCC.[F-].C1C=CN=CC=1.F.C([O-])(O)=O.[Na+].C(=O)([O-])[O-].[K+].[K+]. The product is [OH:6][CH:7]1[CH2:8][CH2:9][C:10]2([CH2:14][N:13]([C:15]([O:17][CH2:18][C:19]3[CH:24]=[CH:23][CH:22]=[CH:21][CH:20]=3)=[O:16])[CH:12]([C:25]([O:27][CH2:28][CH3:29])=[O:26])[CH2:11]2)[CH2:30][CH2:31]1. The catalyst is C1COCC1.